Predict the product of the given reaction. From a dataset of Forward reaction prediction with 1.9M reactions from USPTO patents (1976-2016). (1) Given the reactants CCN(C(C)C)C(C)C.CCN=C=NCCCN(C)C.C1C=CC2N(O)N=NC=2C=1.FC(F)(F)C(O)=O.[Cl:38][CH2:39][CH2:40][CH2:41]/[C:42](=[CH:46]\[C:47]1[CH:52]=[CH:51][C:50]([N:53]2[CH:57]=[C:56]([CH3:58])[N:55]=[CH:54]2)=[C:49]([F:59])[CH:48]=1)/[C:43]([OH:45])=O.[F:60][C:61]1[CH:66]=[C:65]([F:67])[CH:64]=[CH:63][C:62]=1[CH:68]([NH2:70])[CH3:69], predict the reaction product. The product is: [F:60][C:61]1[CH:66]=[C:65]([F:67])[CH:64]=[CH:63][C:62]=1[CH:68]([NH:70][C:43](=[O:45])/[C:42](=[CH:46]/[C:47]1[CH:52]=[CH:51][C:50]([N:53]2[CH:57]=[C:56]([CH3:58])[N:55]=[CH:54]2)=[C:49]([F:59])[CH:48]=1)/[CH2:41][CH2:40][CH2:39][Cl:38])[CH3:69]. (2) Given the reactants [C:1]([C:3]1[S:4][C:5]2[C:11]([C:12]#[N:13])=[C:10](/[N:14]=[CH:15]/[N:16](C)C)[CH:9]=[CH:8][C:6]=2[N:7]=1)#[N:2].N[C:20]1[CH:21]=[C:22]([CH:25]=[CH:26][CH:27]=1)[C:23]#[N:24].[K+].[Br-], predict the reaction product. The product is: [C:23]([C:22]1[CH:21]=[C:20]([NH:13][C:12]2[C:11]3[C:10](=[CH:9][CH:8]=[C:6]4[N:7]=[C:3]([C:1]#[N:2])[S:4][C:5]4=3)[N:14]=[CH:15][N:16]=2)[CH:27]=[CH:26][CH:25]=1)#[N:24]. (3) Given the reactants C([O:3][CH:4](OCC)[C:5]1[C:17]2[CH2:16][CH2:15][C:14]3[CH:13]=[N:12][CH:11]=[CH:10][C:9]=3[C:8]=2[N:7]([C:18]2[CH:23]=[CH:22][C:21]([F:24])=[CH:20][CH:19]=2)[N:6]=1)C.[OH-].[Na+], predict the reaction product. The product is: [F:24][C:21]1[CH:20]=[CH:19][C:18]([N:7]2[C:8]3[C:9]4[CH:10]=[CH:11][N:12]=[CH:13][C:14]=4[CH2:15][CH2:16][C:17]=3[C:5]([CH:4]=[O:3])=[N:6]2)=[CH:23][CH:22]=1.